From a dataset of Full USPTO retrosynthesis dataset with 1.9M reactions from patents (1976-2016). Predict the reactants needed to synthesize the given product. (1) Given the product [CH3:13][O:12][C:9]1[N:10]=[CH:11][C:6]([C:4](=[O:5])[CH3:15])=[N:7][CH:8]=1, predict the reactants needed to synthesize it. The reactants are: CON(C)[C:4]([C:6]1[CH:11]=[N:10][C:9]([O:12][CH3:13])=[CH:8][N:7]=1)=[O:5].[CH3:15][Mg]Br. (2) Given the product [CH:20]1([CH2:23][O:24][CH2:25][CH2:26][N:27]([CH3:35])[C:28]2[N:29]=[CH:30][C:31]([NH:34][C:13]([C:11]3[N:12]=[C:8]([C:3]4[CH:4]=[CH:5][CH:6]=[CH:7][C:2]=4[Br:1])[O:9][C:10]=3[C:16]([F:19])([F:18])[F:17])=[O:15])=[CH:32][CH:33]=2)[CH2:22][CH2:21]1, predict the reactants needed to synthesize it. The reactants are: [Br:1][C:2]1[CH:7]=[CH:6][CH:5]=[CH:4][C:3]=1[C:8]1[O:9][C:10]([C:16]([F:19])([F:18])[F:17])=[C:11]([C:13]([OH:15])=O)[N:12]=1.[CH:20]1([CH2:23][O:24][CH2:25][CH2:26][N:27]([CH3:35])[C:28]2[CH:33]=[CH:32][C:31]([NH2:34])=[CH:30][N:29]=2)[CH2:22][CH2:21]1. (3) Given the product [Cl:8][C:9]1[CH:10]=[C:11]([CH:32]=[CH:33][C:34]=1[F:35])[NH:12][C:13]1[C:22]2[C:17](=[CH:18][C:19]([O:31][CH2:39][CH2:38][O:37][CH3:36])=[CH:20][C:21]=2[O:23][CH:24]2[CH2:25][CH2:26][N:27]([CH3:30])[CH2:28][CH2:29]2)[N:16]=[CH:15][N:14]=1, predict the reactants needed to synthesize it. The reactants are: FC(F)(F)C(O)=O.[Cl:8][C:9]1[CH:10]=[C:11]([CH:32]=[CH:33][C:34]=1[F:35])[NH:12][C:13]1[C:22]2[C:17](=[CH:18][C:19]([OH:31])=[CH:20][C:21]=2[O:23][CH:24]2[CH2:29][CH2:28][N:27]([CH3:30])[CH2:26][CH2:25]2)[N:16]=[CH:15][N:14]=1.[CH3:36][O:37][CH2:38][CH2:39]Br. (4) Given the product [OH:50][C:37]([C:44]1[CH:49]=[CH:48][CH:47]=[CH:46][CH:45]=1)([C:38]1[CH:39]=[CH:40][CH:41]=[CH:42][CH:43]=1)[CH:34]1[CH2:35][CH2:36][N:31]([CH2:2][CH2:3][CH2:4][C:5]([C:7]2[CH:12]=[CH:11][C:10]([CH2:13][CH:14]([C:20]([O:22][CH2:23][CH3:24])=[O:21])[C:15]([O:17][CH2:18][CH3:19])=[O:16])=[CH:9][CH:8]=2)=[O:6])[CH2:32][CH2:33]1, predict the reactants needed to synthesize it. The reactants are: Cl[CH2:2][CH2:3][CH2:4][C:5]([C:7]1[CH:12]=[CH:11][C:10]([CH2:13][CH:14]([C:20]([O:22][CH2:23][CH3:24])=[O:21])[C:15]([O:17][CH2:18][CH3:19])=[O:16])=[CH:9][CH:8]=1)=[O:6].C(=O)([O-])[O-].[K+].[K+].[N:31]1[CH:36]=[CH:35][C:34]([C:37]([OH:50])([C:44]2[CH:49]=[CH:48][CH:47]=[CH:46][CH:45]=2)[C:38]2[CH:43]=[CH:42][CH:41]=[CH:40][CH:39]=2)=[CH:33][CH:32]=1. (5) Given the product [C:1]([NH:22][CH2:23][CH2:24][O:25][P:26](=[O:28])=[O:27])(=[O:21])[CH2:2][CH2:3][CH2:4][CH2:5][CH2:6][CH2:7][CH2:8]/[CH:9]=[CH:10]\[CH2:11][CH:12]=[CH:13][CH2:14][CH:15]=[CH:16][CH2:17][CH3:18], predict the reactants needed to synthesize it. The reactants are: [C:1]([NH:22][CH2:23][CH2:24][O:25][P:26](=[O:28])=[O:27])(=[O:21])[CH2:2][CH2:3][CH2:4]/[CH:5]=[CH:6]\[CH2:7][CH:8]=[CH:9][CH2:10][CH:11]=[CH:12][CH2:13][CH:14]=[CH:15][CH2:16][CH2:17][CH2:18]CC.C(O)(=O)CCCCCCC/C=C\CC=CCC=CCC. (6) Given the product [CH3:24][C:13]1[CH:14]=[C:15]([C:18]2[CH:19]=[N:20][N:21]([CH3:23])[CH:22]=2)[CH:16]=[CH:17][C:12]=1[C:5]1[CH:6]=[N:7][CH:8]=[C:9]2[C:4]=1[N:3]=[C:2]([C:25]#[N:26])[CH:11]=[CH:10]2, predict the reactants needed to synthesize it. The reactants are: Cl[C:2]1[CH:11]=[CH:10][C:9]2[C:4](=[C:5]([C:12]3[CH:17]=[CH:16][C:15]([C:18]4[CH:19]=[N:20][N:21]([CH3:23])[CH:22]=4)=[CH:14][C:13]=3[CH3:24])[CH:6]=[N:7][CH:8]=2)[N:3]=1.[CH3:25][N:26](C=O)C.O. (7) Given the product [F:27][C:28]1[CH:29]=[C:30]([CH:31]=[C:32]([F:40])[C:33]=1[CH2:34][N:35]1[CH2:39][CH2:38][CH2:37][CH2:36]1)[O:12][C@H:13]1[CH2:16][C@H:15]([CH2:17][N:18]([CH3:19])[C:20](=[O:21])[O:22][C:23]([CH3:26])([CH3:25])[CH3:24])[CH2:14]1, predict the reactants needed to synthesize it. The reactants are: NC[C@@H]1C[C@H](O)C1.CS([O:12][C@H:13]1[CH2:16][C@@H:15]([CH2:17][N:18]([C:20]([O:22][C:23]([CH3:26])([CH3:25])[CH3:24])=[O:21])[CH3:19])[CH2:14]1)(=O)=O.[F:27][C:28]1[CH:29]=[C:30](O)[CH:31]=[C:32]([F:40])[C:33]=1[CH2:34][N:35]1[CH2:39][CH2:38][CH2:37][CH2:36]1.C([O-])([O-])=O.[Cs+].[Cs+]. (8) Given the product [CH3:21][C:22]1[CH:27]=[CH:26][CH:25]=[C:24]([CH3:28])[C:23]=1[C:2]1[CH:20]=[CH:19][C:5]([C:6]([NH:8][C:9]2[CH:18]=[C:17]3[C:12]([CH:13]=[CH:14][CH:15]=[N:16]3)=[CH:11][CH:10]=2)=[O:7])=[CH:4][CH:3]=1, predict the reactants needed to synthesize it. The reactants are: Br[C:2]1[CH:20]=[CH:19][C:5]([C:6]([NH:8][C:9]2[CH:18]=[C:17]3[C:12]([CH:13]=[CH:14][CH:15]=[N:16]3)=[CH:11][CH:10]=2)=[O:7])=[CH:4][CH:3]=1.[CH3:21][C:22]1[CH:27]=[CH:26][CH:25]=[C:24]([CH3:28])[C:23]=1B(O)O.